This data is from Experimentally validated miRNA-target interactions with 360,000+ pairs, plus equal number of negative samples. The task is: Binary Classification. Given a miRNA mature sequence and a target amino acid sequence, predict their likelihood of interaction. The miRNA is mmu-miR-3473a with sequence UGGAGAGAUGGCUCAGCA. The protein sequence of the target gene is MPSSGALKDLSFSQHFRMMVICIVLLQVLLQAVSVAVTYMYFTNEMKQLQDNYSKIGLACFSKTDEDFWDSTDGEILNRPCLQVKRQLYQLIEEVTLRTFQDTISTVPEKQLSTPPLPRGGRPQKVAAHITGITRRSNSALIPISKDGKTLGQKIESWESSRKGHSFLNHVLFRNGELVIEQEGLYYIYSQTYFRFQEAEDASKMVSKDKVRTKQLVQYIYKYTSYPDPIVLMKSARNSCWSRDAEYGLYSIYQGGLFELKKNDRIFVSVTNEHLMDLDQEASFFGAFLIN. Result: 0 (no interaction).